This data is from NCI-60 drug combinations with 297,098 pairs across 59 cell lines. The task is: Regression. Given two drug SMILES strings and cell line genomic features, predict the synergy score measuring deviation from expected non-interaction effect. (1) Drug 1: CC1C(C(CC(O1)OC2CC(OC(C2O)C)OC3=CC4=CC5=C(C(=O)C(C(C5)C(C(=O)C(C(C)O)O)OC)OC6CC(C(C(O6)C)O)OC7CC(C(C(O7)C)O)OC8CC(C(C(O8)C)O)(C)O)C(=C4C(=C3C)O)O)O)O. Drug 2: C1CC(=O)NC(=O)C1N2C(=O)C3=CC=CC=C3C2=O. Cell line: SK-OV-3. Synergy scores: CSS=10.8, Synergy_ZIP=-0.00374, Synergy_Bliss=0.290, Synergy_Loewe=-29.1, Synergy_HSA=-0.168. (2) Drug 1: CCC1(CC2CC(C3=C(CCN(C2)C1)C4=CC=CC=C4N3)(C5=C(C=C6C(=C5)C78CCN9C7C(C=CC9)(C(C(C8N6C=O)(C(=O)OC)O)OC(=O)C)CC)OC)C(=O)OC)O.OS(=O)(=O)O. Drug 2: C1CC(=O)NC(=O)C1N2C(=O)C3=CC=CC=C3C2=O. Cell line: CAKI-1. Synergy scores: CSS=-3.23, Synergy_ZIP=-2.23, Synergy_Bliss=-5.39, Synergy_Loewe=-24.9, Synergy_HSA=-11.2. (3) Drug 1: C1=CN(C(=O)N=C1N)C2C(C(C(O2)CO)O)O.Cl. Drug 2: C1CC(=O)NC(=O)C1N2C(=O)C3=CC=CC=C3C2=O. Cell line: HOP-92. Synergy scores: CSS=8.10, Synergy_ZIP=-0.204, Synergy_Bliss=-2.03, Synergy_Loewe=-13.4, Synergy_HSA=-3.12. (4) Drug 1: CC1=CC=C(C=C1)C2=CC(=NN2C3=CC=C(C=C3)S(=O)(=O)N)C(F)(F)F. Drug 2: COC1=NC(=NC2=C1N=CN2C3C(C(C(O3)CO)O)O)N. Cell line: SK-OV-3. Synergy scores: CSS=-2.82, Synergy_ZIP=1.37, Synergy_Bliss=1.34, Synergy_Loewe=-2.57, Synergy_HSA=-1.86. (5) Drug 1: CN1CCC(CC1)COC2=C(C=C3C(=C2)N=CN=C3NC4=C(C=C(C=C4)Br)F)OC. Drug 2: N.N.Cl[Pt+2]Cl. Cell line: NCIH23. Synergy scores: CSS=5.65, Synergy_ZIP=3.99, Synergy_Bliss=-0.464, Synergy_Loewe=-2.45, Synergy_HSA=-1.50. (6) Drug 1: COC1=CC(=CC(=C1O)OC)C2C3C(COC3=O)C(C4=CC5=C(C=C24)OCO5)OC6C(C(C7C(O6)COC(O7)C8=CC=CS8)O)O. Drug 2: C1=C(C(=O)NC(=O)N1)N(CCCl)CCCl. Cell line: NCI-H226. Synergy scores: CSS=23.0, Synergy_ZIP=-7.21, Synergy_Bliss=-2.34, Synergy_Loewe=-19.1, Synergy_HSA=1.14. (7) Drug 1: CC1=C2C(C(=O)C3(C(CC4C(C3C(C(C2(C)C)(CC1OC(=O)C(C(C5=CC=CC=C5)NC(=O)OC(C)(C)C)O)O)OC(=O)C6=CC=CC=C6)(CO4)OC(=O)C)OC)C)OC. Drug 2: C1CN(P(=O)(OC1)NCCCl)CCCl. Cell line: SF-539. Synergy scores: CSS=53.4, Synergy_ZIP=7.82, Synergy_Bliss=7.60, Synergy_Loewe=-39.6, Synergy_HSA=7.11. (8) Drug 1: C1CCC(CC1)NC(=O)N(CCCl)N=O. Drug 2: CC=C1C(=O)NC(C(=O)OC2CC(=O)NC(C(=O)NC(CSSCCC=C2)C(=O)N1)C(C)C)C(C)C. Cell line: RXF 393. Synergy scores: CSS=66.5, Synergy_ZIP=0.711, Synergy_Bliss=5.54, Synergy_Loewe=-32.3, Synergy_HSA=7.14.